Dataset: Full USPTO retrosynthesis dataset with 1.9M reactions from patents (1976-2016). Task: Predict the reactants needed to synthesize the given product. Given the product [CH3:1][C:2]1([CH2:8][C:9]([OH:11])=[O:10])[CH2:7][CH2:6][O:5][CH2:4][CH2:3]1, predict the reactants needed to synthesize it. The reactants are: [CH3:1][C:2]1([CH2:8][C:9]([O:11]CC)=[O:10])[CH2:7][CH2:6][O:5][CH2:4][CH2:3]1.[OH-].[Na+].